Dataset: Full USPTO retrosynthesis dataset with 1.9M reactions from patents (1976-2016). Task: Predict the reactants needed to synthesize the given product. (1) Given the product [C:11]([O:6][C:5](=[O:7])[C:4]1[CH:8]=[CH:9][CH:10]=[C:2]([Br:1])[CH:3]=1)([CH3:14])([CH3:13])[CH3:12], predict the reactants needed to synthesize it. The reactants are: [Br:1][C:2]1[CH:3]=[C:4]([CH:8]=[CH:9][CH:10]=1)[C:5]([OH:7])=[O:6].[C:11](Br)([CH3:14])([CH3:13])[CH3:12]. (2) Given the product [CH3:1][O:2][C:3](=[O:26])[CH:4]([NH:8][S:9]([C:12]1[CH:17]=[CH:16][C:15]([C:18]2[CH:19]=[CH:20][C:21]([CH2:24][O:25][C:28]3[C:37]([CH3:38])=[CH:36][C:35]4[C:30](=[CH:31][CH:32]=[CH:33][CH:34]=4)[N:29]=3)=[CH:22][CH:23]=2)=[CH:14][CH:13]=1)(=[O:11])=[O:10])[CH:5]([CH3:7])[CH3:6], predict the reactants needed to synthesize it. The reactants are: [CH3:1][O:2][C:3](=[O:26])[CH:4]([NH:8][S:9]([C:12]1[CH:17]=[CH:16][C:15]([C:18]2[CH:23]=[CH:22][C:21]([CH2:24][OH:25])=[CH:20][CH:19]=2)=[CH:14][CH:13]=1)(=[O:11])=[O:10])[CH:5]([CH3:7])[CH3:6].Cl[C:28]1[C:37]([CH3:38])=[CH:36][C:35]2[C:30](=[CH:31][CH:32]=[CH:33][CH:34]=2)[N:29]=1.[H-].[Na+].O.